Dataset: In vitro SARS-CoV-2 activity screen of 1,480 approved drugs from Prestwick library. Task: Binary Classification. Given a drug SMILES string, predict its activity (active/inactive) in a high-throughput screening assay against a specified biological target. (1) The result is 0 (inactive). The drug is Nc1ccc(S(=O)(=O)Nc2ccccn2)cc1. (2) The drug is COc1cccc(N(C)C(=S)Oc2ccc3c(c2)CCCC3)n1. The result is 0 (inactive).